Dataset: Catalyst prediction with 721,799 reactions and 888 catalyst types from USPTO. Task: Predict which catalyst facilitates the given reaction. (1) Reactant: [CH:1]1([CH2:6][O:7][C:8]2[N:13]=[C:12]([C:14]([OH:16])=O)[CH:11]=[N:10][C:9]=2[N:17]2[CH2:21][CH2:20][CH2:19][CH2:18]2)[CH2:5][CH2:4][CH2:3][CH2:2]1.ClC(N(C)C)=C(C)C.[NH:30]1[CH2:35][CH2:34][CH2:33][CH2:32][CH2:31]1.C(OCC)(=O)C. Product: [CH:1]1([CH2:6][O:7][C:8]2[N:13]=[C:12]([C:14]([N:30]3[CH2:35][CH2:34][CH2:33][CH2:32][CH2:31]3)=[O:16])[CH:11]=[N:10][C:9]=2[N:17]2[CH2:21][CH2:20][CH2:19][CH2:18]2)[CH2:2][CH2:3][CH2:4][CH2:5]1. The catalyst class is: 4. (2) The catalyst class is: 176. Reactant: N1CCOCC1.[C:7]([S:11][S:12][CH2:13][C@H:14]([NH:101]C(=O)OCC=C)[C:15](=[O:100])[NH:16][CH2:17][CH2:18][CH2:19][CH2:20][C@H:21]1[C:50](=[O:51])[N:49]([CH3:52])[C@@H:48]([CH2:53][CH:54]([CH3:56])[CH3:55])[C:47](=[O:57])[NH:46][C@@H:45]([CH2:58][C:59]2[CH:64]=[CH:63][CH:62]=[CH:61][CH:60]=2)[C:44](=[O:65])[N:43]([CH3:66])[CH2:42][C:41](=[O:67])[N:40]([CH3:68])[C@@H:39]([CH2:69][C:70]2[CH:75]=[CH:74][CH:73]=[CH:72][CH:71]=2)[C:38](=[O:76])[NH:37][C@@H:36]([CH3:77])[C:35](=[O:78])[N:34]([CH3:79])[C@@H:33]([CH3:80])[C:32](=[O:81])[NH:31][C@@H:30]([CH2:82][C:83]2[CH:88]=[CH:87][CH:86]=[CH:85][CH:84]=2)[C:29](=[O:89])[O:28][CH2:27][C:26](=[O:90])[N:25]([CH3:91])[C@@H:24]([CH2:92][C:93]2[CH:98]=[CH:97][CH:96]=[CH:95][CH:94]=2)[C:23](=[O:99])[NH:22]1)([CH3:10])([CH3:9])[CH3:8]. Product: [NH2:101][C@@H:14]([CH2:13][S:12][S:11][C:7]([CH3:10])([CH3:8])[CH3:9])[C:15]([NH:16][CH2:17][CH2:18][CH2:19][CH2:20][C@H:21]1[C:50](=[O:51])[N:49]([CH3:52])[C@@H:48]([CH2:53][CH:54]([CH3:56])[CH3:55])[C:47](=[O:57])[NH:46][C@@H:45]([CH2:58][C:59]2[CH:60]=[CH:61][CH:62]=[CH:63][CH:64]=2)[C:44](=[O:65])[N:43]([CH3:66])[CH2:42][C:41](=[O:67])[N:40]([CH3:68])[C@@H:39]([CH2:69][C:70]2[CH:71]=[CH:72][CH:73]=[CH:74][CH:75]=2)[C:38](=[O:76])[NH:37][C@@H:36]([CH3:77])[C:35](=[O:78])[N:34]([CH3:79])[C@@H:33]([CH3:80])[C:32](=[O:81])[NH:31][C@@H:30]([CH2:82][C:83]2[CH:88]=[CH:87][CH:86]=[CH:85][CH:84]=2)[C:29](=[O:89])[O:28][CH2:27][C:26](=[O:90])[N:25]([CH3:91])[C@@H:24]([CH2:92][C:93]2[CH:94]=[CH:95][CH:96]=[CH:97][CH:98]=2)[C:23](=[O:99])[NH:22]1)=[O:100]. (3) Reactant: C([O:5][NH:6][C:7](=[O:23])[C@H:8]([NH:13][C:14]1[CH:19]=[C:18]([CH3:20])[C:17]([F:21])=[C:16]([CH3:22])[CH:15]=1)[CH2:9][CH2:10][CH2:11][CH3:12])(C)(C)C.FC(F)(F)C(O)=O. Product: [OH:5][NH:6][C:7](=[O:23])[CH:8]([NH:13][C:14]1[CH:19]=[C:18]([CH3:20])[C:17]([F:21])=[C:16]([CH3:22])[CH:15]=1)[CH2:9][CH2:10][CH2:11][CH3:12]. The catalyst class is: 4. (4) Reactant: [C:1]([O:7][CH2:8][CH3:9])(=[O:6])[CH2:2][C:3]([CH3:5])=O.[Br:10][C:11]1[CH:18]=[CH:17][C:14]([CH:15]=O)=[CH:13][CH:12]=1.[NH4+:19].[OH-:20]. Product: [Br:10][C:11]1[CH:18]=[CH:17][C:14]([CH:15]2[C:2]([C:1]([O:7][CH2:8][CH3:9])=[O:6])=[C:3]([CH3:5])[NH:19][C:3]([CH3:5])=[C:2]2[C:1]([O:7][CH2:8][CH3:9])=[O:20])=[CH:13][CH:12]=1. The catalyst class is: 271. (5) Reactant: [Br:1][C:2]1[CH:3]=[CH:4][C:5]2[N:6]([C:8]([C:19]3[CH:24]=[CH:23][CH:22]=[CH:21][CH:20]=3)=[C:9]([C:11]3[CH:18]=[CH:17][C:14]([CH:15]=[O:16])=[CH:13][CH:12]=3)[N:10]=2)[CH:7]=1.[BH4-].[Na+]. Product: [Br:1][C:2]1[CH:3]=[CH:4][C:5]2[N:6]([C:8]([C:19]3[CH:20]=[CH:21][CH:22]=[CH:23][CH:24]=3)=[C:9]([C:11]3[CH:12]=[CH:13][C:14]([CH2:15][OH:16])=[CH:17][CH:18]=3)[N:10]=2)[CH:7]=1. The catalyst class is: 5. (6) Reactant: [H-].[Na+].[F:3][C:4]1[CH:9]=[CH:8][C:7]([C:10](=[O:12])[CH3:11])=[CH:6][CH:5]=1.C([O:15][C:16](=O)[CH:17]([CH3:20])[CH2:18][CH3:19])C. Product: [F:3][C:4]1[CH:9]=[CH:8][C:7]([C:10](=[O:12])[CH2:11][C:16](=[O:15])[CH:17]([CH3:20])[CH2:18][CH3:19])=[CH:6][CH:5]=1. The catalyst class is: 393. (7) Reactant: O=[C:2]1[CH2:9][CH:8]2[N:10]([C:11]([O:13][C:14]([CH3:17])([CH3:16])[CH3:15])=[O:12])[CH:4]([CH2:5][O:6][CH2:7]2)[CH2:3]1.[NH2:18][OH:19].Cl. Product: [OH:19][N:18]=[C:2]1[CH2:9][CH:8]2[N:10]([C:11]([O:13][C:14]([CH3:17])([CH3:16])[CH3:15])=[O:12])[CH:4]([CH2:5][O:6][CH2:7]2)[CH2:3]1. The catalyst class is: 14.